The task is: Predict the reactants needed to synthesize the given product.. This data is from Full USPTO retrosynthesis dataset with 1.9M reactions from patents (1976-2016). (1) Given the product [CH3:1][N:2]([CH3:22])[C:3]1[CH:8]=[CH:7][C:6]([C:9]2[N:18]=[C:17]([C:19]([N:30]3[CH2:29][CH2:28][C:27]4[C:32](=[CH:33][CH:34]=[C:35]([O:36][CH3:37])[C:26]=4[O:25][CH3:24])[CH2:31]3)=[O:21])[C:16]3[C:11](=[CH:12][CH:13]=[CH:14][CH:15]=3)[N:10]=2)=[CH:5][CH:4]=1, predict the reactants needed to synthesize it. The reactants are: [CH3:1][N:2]([CH3:22])[C:3]1[CH:8]=[CH:7][C:6]([C:9]2[N:18]=[C:17]([C:19]([OH:21])=O)[C:16]3[C:11](=[CH:12][CH:13]=[CH:14][CH:15]=3)[N:10]=2)=[CH:5][CH:4]=1.Cl.[CH3:24][O:25][C:26]1[C:35]([O:36][CH3:37])=[CH:34][CH:33]=[C:32]2[C:27]=1[CH2:28][CH2:29][NH:30][CH2:31]2. (2) Given the product [F:21][C:15]1([C:18](=[O:19])[NH:30][C:26]2([CH3:25])[CH2:29][CH2:28][CH2:27]2)[CH2:16][CH2:17][N:12]([CH:10]2[CH2:11][C:8]3([CH2:22][CH2:23][N:6]([C:4]([O:3][CH2:1][CH3:2])=[O:5])[CH2:7]3)[CH2:9]2)[CH2:13][CH2:14]1, predict the reactants needed to synthesize it. The reactants are: [CH2:1]([O:3][C:4]([N:6]1[CH2:23][CH2:22][C:8]2([CH2:11][CH:10]([N:12]3[CH2:17][CH2:16][C:15]([F:21])([C:18](O)=[O:19])[CH2:14][CH2:13]3)[CH2:9]2)[CH2:7]1)=[O:5])[CH3:2].Cl.[CH3:25][C:26]1([NH2:30])[CH2:29][CH2:28][CH2:27]1.CCN(C(C)C)C(C)C.